From a dataset of Forward reaction prediction with 1.9M reactions from USPTO patents (1976-2016). Predict the product of the given reaction. (1) Given the reactants C(O)(=O)C.[CH3:5][O:6][C:7]1[CH:8]=[C:9]2[C:14](=[CH:15][CH:16]=1)[N:13]=[CH:12][CH:11]=[C:10]2[C@H:17]1[O:21][C:20](=[O:22])[N:19]([CH2:23][CH2:24][CH2:25][NH:26][CH3:27])[CH2:18]1.[NH:28]1[C:36]2[C:31](=[CH:32][CH:33]=[CH:34][CH:35]=2)[CH:30]=[C:29]1[CH:37]=O.CC=C(C)C.C(O[BH-](OC(=O)C)OC(=O)C)(=O)C.[Na+], predict the reaction product. The product is: [NH:28]1[C:36]2[C:31](=[CH:32][CH:33]=[CH:34][CH:35]=2)[CH:30]=[C:29]1[CH2:37][N:26]([CH3:27])[CH2:25][CH2:24][CH2:23][N:19]1[CH2:18][C@@H:17]([C:10]2[C:9]3[C:14](=[CH:15][CH:16]=[C:7]([O:6][CH3:5])[CH:8]=3)[N:13]=[CH:12][CH:11]=2)[O:21][C:20]1=[O:22]. (2) Given the reactants [CH3:1][C:2]1[CH:7]=[CH:6][C:5]([C:8]2([C:18]#N)[CH:15]3[CH2:16][CH:11]4[CH2:12][CH:13]([CH2:17][CH:9]2[CH2:10]4)[CH2:14]3)=[CH:4][CH:3]=1.[H-].C([Al+]CC(C)C)C(C)C.CC[O:32]CC, predict the reaction product. The product is: [CH3:1][C:2]1[CH:7]=[CH:6][C:5]([C:8]2([CH:18]=[O:32])[CH:15]3[CH2:16][CH:11]4[CH2:12][CH:13]([CH2:17][CH:9]2[CH2:10]4)[CH2:14]3)=[CH:4][CH:3]=1. (3) Given the reactants [CH3:1][N:2]([CH3:18])[CH:3]1[CH2:8][CH2:7][N:6]([C:9]2[CH:14]=[CH:13][C:12]([N+:15]([O-])=O)=[CH:11][CH:10]=2)[CH2:5][CH2:4]1, predict the reaction product. The product is: [NH2:15][C:12]1[CH:13]=[CH:14][C:9]([N:6]2[CH2:5][CH2:4][CH:3]([N:2]([CH3:18])[CH3:1])[CH2:8][CH2:7]2)=[CH:10][CH:11]=1.